This data is from Forward reaction prediction with 1.9M reactions from USPTO patents (1976-2016). The task is: Predict the product of the given reaction. (1) Given the reactants [CH3:1][C:2]1[O:3][C:4]([C:7]2[C:15]3[C:14]([C:16]4[CH:21]=[CH:20][CH:19]=[C:18]([N+:22]([O-])=O)[CH:17]=4)=[N:13][CH:12]=[N:11][C:10]=3[N:9]([CH2:25][O:26][CH2:27][CH2:28][Si:29]([CH3:32])([CH3:31])[CH3:30])[CH:8]=2)=[N:5][N:6]=1, predict the reaction product. The product is: [CH3:1][C:2]1[O:3][C:4]([C:7]2[C:15]3[C:14]([C:16]4[CH:17]=[C:18]([CH:19]=[CH:20][CH:21]=4)[NH2:22])=[N:13][CH:12]=[N:11][C:10]=3[N:9]([CH2:25][O:26][CH2:27][CH2:28][Si:29]([CH3:30])([CH3:32])[CH3:31])[CH:8]=2)=[N:5][N:6]=1. (2) Given the reactants [NH:1]1[CH2:6][CH2:5][CH2:4][CH2:3][CH2:2]1.C(O[BH-](OC(=O)C)OC(=O)C)(=O)C.[Na+].C(O)(=O)C.C(OC([N:32]1[CH2:37][CH2:36][C:35](=O)[CH2:34][CH2:33]1)=O)(C)(C)C.C(=O)([O-])O.[Na+], predict the reaction product. The product is: [N:1]1([CH:35]2[CH2:36][CH2:37][NH:32][CH2:33][CH2:34]2)[CH2:6][CH2:5][CH2:4][CH2:3][CH2:2]1.